Dataset: Full USPTO retrosynthesis dataset with 1.9M reactions from patents (1976-2016). Task: Predict the reactants needed to synthesize the given product. (1) Given the product [Br:1][C:2]1[CH:10]=[CH:9][C:8]([Br:11])=[C:7]2[C:3]=1[CH:4]=[C:5]([CH3:13])[CH2:6]2, predict the reactants needed to synthesize it. The reactants are: [Br:1][C:2]1[CH:10]=[CH:9][C:8]([Br:11])=[C:7]2[C:3]=1[CH2:4][CH:5]([CH3:13])[C:6]2=O.[BH4-].[Na+].Cl. (2) The reactants are: [F:1][C:2]1[CH:3]=[C:4]([C@H:8]2[O:12][C:11](=[O:13])[NH:10][C@H:9]2[CH3:14])[CH:5]=[CH:6][CH:7]=1.C[Si]([N-][Si](C)(C)C)(C)C.[Na+].Br[CH2:26][C:27]1[CH:32]=[C:31]([C:33]([F:36])([F:35])[F:34])[CH:30]=[CH:29][C:28]=1[C:37]1[CH:38]=[C:39]([C:45]2[CH:50]=[CH:49][C:48]([C:51]([O:53][CH3:54])=[O:52])=[CH:47][C:46]=2[CH3:55])[CH:40]=[CH:41][C:42]=1[O:43][CH3:44]. Given the product [F:1][C:2]1[CH:3]=[C:4]([C@H:8]2[O:12][C:11](=[O:13])[N:10]([CH2:26][C:27]3[CH:32]=[C:31]([C:33]([F:35])([F:36])[F:34])[CH:30]=[CH:29][C:28]=3[C:37]3[CH:38]=[C:39]([C:45]4[CH:50]=[CH:49][C:48]([C:51]([O:53][CH3:54])=[O:52])=[CH:47][C:46]=4[CH3:55])[CH:40]=[CH:41][C:42]=3[O:43][CH3:44])[C@H:9]2[CH3:14])[CH:5]=[CH:6][CH:7]=1, predict the reactants needed to synthesize it. (3) Given the product [CH:1]1([N:5]2[CH2:11][CH2:10][C:9]3[CH:12]=[C:13]([O:16][C:18]4[CH:19]=[CH:20][C:21]([C:24]5[N:29]=[C:28]([O:30][CH3:31])[CH:27]=[C:26]([O:32][CH3:33])[N:25]=5)=[CH:22][N:23]=4)[CH:14]=[CH:15][C:8]=3[CH2:7][CH2:6]2)[CH2:4][CH2:3][CH2:2]1, predict the reactants needed to synthesize it. The reactants are: [CH:1]1([N:5]2[CH2:11][CH2:10][C:9]3[CH:12]=[C:13]([OH:16])[CH:14]=[CH:15][C:8]=3[CH2:7][CH2:6]2)[CH2:4][CH2:3][CH2:2]1.Cl[C:18]1[N:23]=[CH:22][C:21]([C:24]2[N:29]=[C:28]([O:30][CH3:31])[CH:27]=[C:26]([O:32][CH3:33])[N:25]=2)=[CH:20][CH:19]=1.C(=O)([O-])[O-].[Ca+2].CN(C)C=O. (4) Given the product [ClH:48].[ClH:48].[ClH:48].[CH:1]([C@H:14]1[N:19]2[CH2:20][CH2:21][N:22]([C:34](=[O:35])[CH2:33][N:32]([CH3:37])[CH3:31])[CH2:23][C@H:18]2[CH2:17][NH:16][CH2:15]1)([C:2]1[CH:3]=[CH:4][CH:5]=[CH:6][CH:7]=1)[C:8]1[CH:9]=[CH:10][CH:11]=[CH:12][CH:13]=1, predict the reactants needed to synthesize it. The reactants are: [CH:1]([C@H:14]1[N:19]2[CH2:20][CH2:21][NH:22][CH2:23][C@H:18]2[CH2:17][N:16](C(OC(C)(C)C)=O)[CH2:15]1)([C:8]1[CH:13]=[CH:12][CH:11]=[CH:10][CH:9]=1)[C:2]1[CH:7]=[CH:6][CH:5]=[CH:4][CH:3]=1.[CH3:31][N:32]([CH3:37])[CH2:33][C:34](O)=[O:35].ON1C2C=CC=CC=2N=N1.[ClH:48].CN(C)CCCN=C=NCC. (5) Given the product [NH2:1][CH2:4][CH:5]([N:7]([C:22]([CH:24]1[CH2:25][CH2:26][CH:27]([CH3:30])[CH2:28][CH2:29]1)=[O:23])[C:8]1[CH:12]=[C:11]([C:13]2[CH:18]=[CH:17][CH:16]=[CH:15][CH:14]=2)[S:10][C:9]=1[C:19]([OH:21])=[O:20])[CH3:6], predict the reactants needed to synthesize it. The reactants are: [N:1]([CH2:4][CH:5]([N:7]([C:22]([CH:24]1[CH2:29][CH2:28][CH:27]([CH3:30])[CH2:26][CH2:25]1)=[O:23])[C:8]1[CH:12]=[C:11]([C:13]2[CH:18]=[CH:17][CH:16]=[CH:15][CH:14]=2)[S:10][C:9]=1[C:19]([OH:21])=[O:20])[CH3:6])=[N+]=[N-].